Dataset: Reaction yield outcomes from USPTO patents with 853,638 reactions. Task: Predict the reaction yield, written as a fraction of the theoretical maximum amount of product (1.0 means a 100% yield; for example, 0.34 means a 34% yield). The reactants are [N:1]1[CH:6]=[CH:5][CH:4]=[CH:3][C:2]=1[C:7](=O)[CH2:8][C:9](=O)[C:10]([F:13])([F:12])[F:11].C(C1C=CC=CN=1)(=O)C.[NH2:25][C:26]1[C:30]([C:31]#[N:32])=[CH:29][NH:28][N:27]=1. No catalyst specified. The product is [N:1]1[CH:6]=[CH:5][CH:4]=[CH:3][C:2]=1[C:7]1[CH:8]=[C:9]([C:10]([F:13])([F:12])[F:11])[N:27]2[N:28]=[CH:29][C:30]([C:31]#[N:32])=[C:26]2[N:25]=1. The yield is 0.470.